Predict the reactants needed to synthesize the given product. From a dataset of Retrosynthesis with 50K atom-mapped reactions and 10 reaction types from USPTO. (1) Given the product Nc1cc(-c2c(-c3ccc(F)cc3)nc3n2CCS3)ccn1, predict the reactants needed to synthesize it. The reactants are: CC(=O)Nc1cc(-c2c(-c3ccc(F)cc3)nc3n2CCS3)ccn1. (2) Given the product Cc1ccc2c(N3CCC(N)CC3)nc(-c3c(O)cccc3F)nc2c1, predict the reactants needed to synthesize it. The reactants are: Cc1ccc2c(N3CCC(NC(=O)OC(C)(C)C)CC3)nc(-c3c(O)cccc3F)nc2c1. (3) Given the product Cc1cccc(S(=O)(=O)N2C[C@H](NC(=O)OC(C)(C)C)Cc3ncc(NC(=O)c4c(Cl)cccc4Cl)cc32)c1, predict the reactants needed to synthesize it. The reactants are: Cc1cccc(S(=O)(=O)N2C[C@H](NC(=O)OC(C)(C)C)Cc3ncc(N)cc32)c1.O=C(Cl)c1c(Cl)cccc1Cl. (4) Given the product COc1cc2c(Nc3ccc(Br)cc3F)ncnc2cc1OCCCSC, predict the reactants needed to synthesize it. The reactants are: COc1cc2c(Nc3ccc(Br)cc3F)ncnc2cc1O.CSCCCO. (5) Given the product CC(C)C[C@H](NC(=O)c1ccc(NC[C@@H](N)CS)cc1-c1ccccc1)C(=O)O, predict the reactants needed to synthesize it. The reactants are: COC(=O)[C@H](CC(C)C)NC(=O)c1ccc(NC[C@@H](N)CS)cc1-c1ccccc1.